Dataset: Reaction yield outcomes from USPTO patents with 853,638 reactions. Task: Predict the reaction yield, written as a fraction of the theoretical maximum amount of product (1.0 means a 100% yield; for example, 0.34 means a 34% yield). (1) The reactants are [F:1][CH2:2][CH2:3][N:4]1[C:9](=[O:10])[C:8]2[C:11]([C:32]3[CH:37]=[CH:36][CH:35]=[CH:34][CH:33]=3)=[C:12]([C:14]3[CH:19]=[CH:18][C:17]([C:20]4([NH:24]C(=O)OC(C)(C)C)[CH2:23][CH2:22][CH2:21]4)=[CH:16][CH:15]=3)[O:13][C:7]=2[N:6]=[C:5]1[NH:38][CH2:39][CH2:40][OH:41]. The catalyst is C(Cl)Cl. The product is [NH2:24][C:20]1([C:17]2[CH:16]=[CH:15][C:14]([C:12]3[O:13][C:7]4[N:6]=[C:5]([NH:38][CH2:39][CH2:40][OH:41])[N:4]([CH2:3][CH2:2][F:1])[C:9](=[O:10])[C:8]=4[C:11]=3[C:32]3[CH:33]=[CH:34][CH:35]=[CH:36][CH:37]=3)=[CH:19][CH:18]=2)[CH2:21][CH2:22][CH2:23]1. The yield is 0.170. (2) The reactants are [NH2:1][C@@H:2]([CH2:27][C:28]1[CH:33]=[CH:32][CH:31]=[CH:30][CH:29]=1)[CH2:3][C@H:4]([OH:26])[C@@H:5]([NH:13][C:14]([C@@H:16]([NH:21][C:22](=[O:25])[O:23][CH3:24])[C:17]([CH3:20])([CH3:19])[CH3:18])=[O:15])[CH2:6][C:7]1[CH:12]=[CH:11][CH:10]=[CH:9][CH:8]=1.FC(F)(F)C(O)=O.[CH3:41][C@@H:42]([CH2:65][CH3:66])[C@H:43]([N:47]1[CH2:51][CH2:50][N:49]([CH2:52][C:53]2[N:54]=[C:55]([C:58]3[CH:63]=[CH:62][CH:61]=CN=3)[S:56][CH:57]=2)[C:48]1=[O:64])[C:44]([OH:46])=O.CCOP(O[N:76]1N=NC2C=CC=CC=2[C:77]1=O)(OCC)=O.C(N(CC)C(C)C)(C)C. The catalyst is C1COCC1. The product is [CH2:6]([C@H:5]([NH:13][C:14]([C@@H:16]([NH:21][C:22](=[O:25])[O:23][CH3:24])[C:17]([CH3:19])([CH3:20])[CH3:18])=[O:15])[C@@H:4]([OH:26])[CH2:3][C@@H:2]([NH:1][C:44](=[O:46])[C@@H:43]([N:47]1[CH2:51][CH2:50][N:49]([CH2:52][C:53]2[N:54]=[C:55]([C:58]3[CH:77]=[N:76][CH:61]=[CH:62][CH:63]=3)[S:56][CH:57]=2)[C:48]1=[O:64])[CH:42]([CH3:41])[CH2:65][CH3:66])[CH2:27][C:28]1[CH:29]=[CH:30][CH:31]=[CH:32][CH:33]=1)[C:7]1[CH:12]=[CH:11][CH:10]=[CH:9][CH:8]=1. The yield is 0.770. (3) The reactants are [C:1]1([S:7]([N:10]2[C:14]3=[N:15][CH:16]=[CH:17][CH:18]=[C:13]3[CH:12]=[C:11]2[C:19](OS(C2C=CC(C)=CC=2)(=O)=O)=[CH:20][CH:21]2[CH2:25][CH2:24][CH2:23][O:22]2)(=[O:9])=[O:8])[CH:6]=[CH:5][CH:4]=[CH:3][CH:2]=1.[CH3:37][S:38]([C:41]1[CH:46]=[CH:45][C:44](B(O)O)=[CH:43][CH:42]=1)(=[O:40])=[O:39].C(=O)([O-])[O-].[Na+].[Na+]. The catalyst is O1CCOCC1.C(OCC)(=O)C.Cl[Pd](Cl)([P](C1C=CC=CC=1)(C1C=CC=CC=1)C1C=CC=CC=1)[P](C1C=CC=CC=1)(C1C=CC=CC=1)C1C=CC=CC=1. The product is [C:1]1([S:7]([N:10]2[C:14]3=[N:15][CH:16]=[CH:17][CH:18]=[C:13]3[CH:12]=[C:11]2[C:19]([C:44]2[CH:45]=[CH:46][C:41]([S:38]([CH3:37])(=[O:40])=[O:39])=[CH:42][CH:43]=2)=[CH:20][CH:21]2[CH2:25][CH2:24][CH2:23][O:22]2)(=[O:8])=[O:9])[CH:6]=[CH:5][CH:4]=[CH:3][CH:2]=1. The yield is 0.410. (4) The reactants are [CH3:1][O:2][CH2:3][CH2:4][O:5][C:6]1[CH:7]=[C:8]2[C:12](=[C:13]([N:15]([CH3:25])[S:16]([C:19]3[CH:24]=[CH:23][CH:22]=[CH:21][N:20]=3)(=[O:18])=[O:17])[CH:14]=1)[NH:11][C:10]([C:26]1[S:27][CH2:28][C@H:29]([C:31](OC)=[O:32])[N:30]=1)=[CH:9]2.C1(P(=O)(C2C=CC=CC=2)C2C=CC=CC=2)C=CC=CC=1.[BH4-].[Na+].CO. The catalyst is O1CCCC1.O. The product is [OH:32][CH2:31][C@H:29]1[CH2:28][S:27][C:26]([C:10]2[NH:11][C:12]3[C:8]([CH:9]=2)=[CH:7][C:6]([O:5][CH2:4][CH2:3][O:2][CH3:1])=[CH:14][C:13]=3[N:15]([CH3:25])[S:16]([C:19]2[CH:24]=[CH:23][CH:22]=[CH:21][N:20]=2)(=[O:17])=[O:18])=[N:30]1. The yield is 0.200. (5) The product is [Cl:40][C:41]1[CH:42]=[C:43]([N:44]([CH3:45])[C:30]([C:21]2[S:20][C:19]([NH:18][N:17]([C:15]([O:14][C:10]([CH3:12])([CH3:13])[CH3:11])=[O:16])[C:33]([O:35][C:36]([CH3:37])([CH3:38])[CH3:39])=[O:34])=[N:23][C:22]=2[C:24]2[CH:29]=[CH:28][CH:27]=[CH:26][CH:25]=2)=[O:31])[CH:46]=[CH:47][C:48]=1[CH3:49]. The catalyst is ClCCl. The reactants are [I-].ClC1C=CC=C[N+]=1C.[C:10]([O:14][C:15]([N:17]([C:33]([O:35][C:36]([CH3:39])([CH3:38])[CH3:37])=[O:34])[NH:18][C:19]1[S:20][C:21]([C:30](O)=[O:31])=[C:22]([C:24]2[CH:29]=[CH:28][CH:27]=[CH:26][CH:25]=2)[N:23]=1)=[O:16])([CH3:13])([CH3:12])[CH3:11].[Cl:40][C:41]1[CH:42]=[C:43]([CH:46]=[CH:47][C:48]=1[CH3:49])[NH:44][CH3:45].CCN(CC)CC. The yield is 0.220.